This data is from Human liver microsome stability data. The task is: Regression/Classification. Given a drug SMILES string, predict its absorption, distribution, metabolism, or excretion properties. Task type varies by dataset: regression for continuous measurements (e.g., permeability, clearance, half-life) or binary classification for categorical outcomes (e.g., BBB penetration, CYP inhibition). Dataset: hlm. (1) The compound is CN(C)CCOc1cc(-c2cn[nH]c2)ccc1NC(=O)[C@H]1Cc2cc(Cl)ccc2CN1. The result is 0 (unstable in human liver microsomes). (2) The compound is CCc1nc(N)nc(N)c1-c1ccc2c(c1)N(CCNC(C)=O)C(=O)C(C)(C(F)(F)F)O2. The result is 0 (unstable in human liver microsomes). (3) The result is 1 (stable in human liver microsomes). The compound is Cc1ccc(S(=O)(=O)N2CCC(C(=O)NC3CCCCCC3)CC2)c(C)c1. (4) The compound is Cn1c(=O)c(Cl)c(N2CCC[C@@H](N)C2)n(Cc2ccccc2C#N)c1=O. The result is 0 (unstable in human liver microsomes). (5) The drug is O=C(N[C@@H](Cn1ccnc1)c1ccc(Cl)cc1Cl)c1ccc(-c2nnc(-c3cc(F)cc(-c4ccccn4)c3)o2)cc1. The result is 1 (stable in human liver microsomes). (6) The drug is Oc1c2cc(Nc3ccccc3OC(F)(F)F)ccc2nc2cc(F)cc(F)c12. The result is 0 (unstable in human liver microsomes). (7) The drug is COc1cccc(CN(CCN(C)C)C(=O)Nc2ccc(-c3cn[nH]c3)cc2)c1. The result is 0 (unstable in human liver microsomes).